This data is from Catalyst prediction with 721,799 reactions and 888 catalyst types from USPTO. The task is: Predict which catalyst facilitates the given reaction. (1) Reactant: Br[C:2]1[CH:7]=[CH:6][C:5]([CH2:8][C:9]([O:11][CH3:12])=[O:10])=[CH:4][CH:3]=1.O1CCCC1.C(=O)([O-])[O-].[Na+].[Na+].[F:24][C:25]1[CH:30]=[CH:29][CH:28]=[CH:27][C:26]=1B(O)O. Product: [F:24][C:25]1[CH:30]=[CH:29][CH:28]=[CH:27][C:26]=1[C:2]1[CH:7]=[CH:6][C:5]([CH2:8][C:9]([O:11][CH3:12])=[O:10])=[CH:4][CH:3]=1. The catalyst class is: 6. (2) Product: [Cl:1][C:2]1[CH:7]=[CH:6][CH:5]=[CH:4][C:3]=1[C:8]1[C:12]2[CH:13]=[N:14][C:15]([O:17][C:18]3[CH:23]=[CH:22][C:21]([F:24])=[CH:20][C:19]=3[F:25])=[CH:16][C:11]=2[NH:10][N:9]=1. The catalyst class is: 779. Reactant: [Cl:1][C:2]1[CH:7]=[CH:6][CH:5]=[CH:4][C:3]=1[C:8]1[C:12]2[CH:13]=[N:14][C:15]([O:17][C:18]3[CH:23]=[CH:22][C:21]([F:24])=[CH:20][C:19]=3[F:25])=[CH:16][C:11]=2[N:10](C(OC(C)(C)C)=O)[N:9]=1. (3) Reactant: Br[N:2]1[C:10]2[C:5](=[CH:6][CH:7]=[CH:8][CH:9]=2)[CH:4]=[C:3]1[CH:11]1[CH2:16][CH2:15][CH2:14][CH2:13][CH2:12]1.[CH3:17][O:18][C:19]1[N:24]=[CH:23][C:22](B(O)O)=[C:21]([CH3:28])[CH:20]=1.C(=O)([O-])[O-].[K+].[K+].O. Product: [CH:11]1([C:3]2[NH:2][C:10]3[C:5]([CH:4]=2)=[CH:6][C:7]([C:22]2[CH:23]=[N:24][C:19]([O:18][CH3:17])=[CH:20][C:21]=2[CH3:28])=[CH:8][CH:9]=3)[CH2:16][CH2:15][CH2:14][CH2:13][CH2:12]1. The catalyst class is: 77. (4) Reactant: [Cl:1][CH2:2][C:3](Cl)=[O:4].[CH3:6][NH:7][CH2:8][CH2:9][CH2:10][CH2:11][CH2:12][CH2:13][CH2:14][CH3:15]. Product: [CH3:6][N:7]([CH2:8][CH2:9][CH2:10][CH2:11][CH2:12][CH2:13][CH2:14][CH3:15])[C:3](=[O:4])[CH2:2][Cl:1]. The catalyst class is: 27. (5) Reactant: [Cl:1][C:2]1[C:3]([N:8]2[C:12]([C:13]([O:15]C)=[O:14])=[CH:11][C:10]([C:17]#[C:18][C:19]3[CH:24]=[CH:23][C:22]([O:25][C:26]([F:29])([F:28])[F:27])=[CH:21][CH:20]=3)=[N:9]2)=[N:4][CH:5]=[CH:6][CH:7]=1.[OH-].[Na+]. Product: [Cl:1][C:2]1[C:3]([N:8]2[C:12]([C:13]([OH:15])=[O:14])=[CH:11][C:10]([C:17]#[C:18][C:19]3[CH:24]=[CH:23][C:22]([O:25][C:26]([F:29])([F:27])[F:28])=[CH:21][CH:20]=3)=[N:9]2)=[N:4][CH:5]=[CH:6][CH:7]=1. The catalyst class is: 8. (6) Reactant: Br[C:2]1[O:6][C:5]([CH:7]=[O:8])=[CH:4][CH:3]=1.[CH3:9][NH:10][CH3:11].C(Cl)(Cl)Cl. Product: [CH3:9][N:10]([CH3:11])[C:2]1[O:6][C:5]([CH:7]=[O:8])=[CH:4][CH:3]=1. The catalyst class is: 6. (7) Reactant: [F:1][C:2]1[C:13]([F:14])=[C:12]([F:15])[CH:11]=[CH:10][C:3]=1[NH:4][CH:5]([CH3:9])[C:6]([OH:8])=[O:7].[C:16]1([C@H:22]([NH2:24])[CH3:23])[CH:21]=[CH:20][CH:19]=[CH:18][CH:17]=1. Product: [C:16]1([C@H:22]([NH2:24])[CH3:23])[CH:21]=[CH:20][CH:19]=[CH:18][CH:17]=1.[F:1][C:2]1[C:13]([F:14])=[C:12]([F:15])[CH:11]=[CH:10][C:3]=1[NH:4][C@@H:5]([CH3:9])[C:6]([OH:8])=[O:7]. The catalyst class is: 5. (8) Reactant: [S-2:1].[Na+:2].[Na+].[SH-].[Na+].[C:6]([Cl:15])(=[O:14])[CH2:7][CH2:8][CH2:9][CH2:10][CH2:11][CH2:12][CH3:13]. Product: [S-2:1].[Na+:2].[Na+:2].[C:6]([O-:14])(=[S:1])[CH2:7][CH2:8][CH2:9][CH2:10][CH2:11][CH2:12][CH3:13].[Na+:2].[Cl-:15].[Na+:2]. The catalyst class is: 6.